Dataset: Reaction yield outcomes from USPTO patents with 853,638 reactions. Task: Predict the reaction yield, written as a fraction of the theoretical maximum amount of product (1.0 means a 100% yield; for example, 0.34 means a 34% yield). The reactants are C(=O)([O-])[O-].[K+].[K+].[Cl:7][C:8]1[N:9]=[CH:10][C:11]2[C:16]([CH:17]=1)=[CH:15][C:14]([C:18]#[C:19][Si](C)(C)C)=[CH:13][CH:12]=2.C(OCC)(=O)C. The catalyst is CO. The product is [Cl:7][C:8]1[N:9]=[CH:10][C:11]2[C:16]([CH:17]=1)=[CH:15][C:14]([C:18]#[CH:19])=[CH:13][CH:12]=2. The yield is 0.900.